This data is from Forward reaction prediction with 1.9M reactions from USPTO patents (1976-2016). The task is: Predict the product of the given reaction. (1) The product is: [CH3:1][O:2][C:3]([C:5]1[C@@H:6]2[N:13]([CH3:14])[C@H:9]([CH2:10][C:11]=1[O:12][S:18]([C:21]([F:24])([F:23])[F:22])(=[O:20])=[O:19])[CH2:8][CH2:7]2)=[O:4]. Given the reactants [CH3:1][O:2][C:3]([CH:5]1[C:11](=[O:12])[CH2:10][CH:9]2[N:13]([CH3:14])[CH:6]1[CH2:7][CH2:8]2)=[O:4].[H-].[Na+].N(C1C=CC=CC=1)([S:18]([C:21]([F:24])([F:23])[F:22])(=[O:20])=[O:19])[S:18]([C:21]([F:24])([F:23])[F:22])(=[O:20])=[O:19], predict the reaction product. (2) The product is: [S:7]([C:8]1[CH:13]=[C:12]([C:14]([CH3:16])([CH3:15])[CH3:17])[CH:11]=[CH:10][C:9]=1[CH3:18])[C@@H:6]1[O:19][C@H:20]([CH2:31][OH:32])[C@@H:21]([OH:27])[C@H:22]([OH:23])[C@H:5]1[OH:4]. Given the reactants C([O:4][C@@H:5]1[C@@H:22]([O:23]C(=O)C)[C@H:21]([O:27]C(=O)C)[C@@H:20]([CH2:31][O:32]C(=O)C)[O:19][C@H:6]1[S:7][C:8]1[CH:13]=[C:12]([C:14]([CH3:17])([CH3:16])[CH3:15])[CH:11]=[CH:10][C:9]=1[CH3:18])(=O)C.C[O-].[Na+], predict the reaction product.